From a dataset of Forward reaction prediction with 1.9M reactions from USPTO patents (1976-2016). Predict the product of the given reaction. (1) Given the reactants [CH3:1][O:2][C:3]([C:5]1[N:6]([C:28]2[CH:33]=[CH:32][CH:31]=[CH:30][CH:29]=2)[C:7]2[C:12]([C:13](=[O:26])[C:14]=1[CH2:15][C:16]1[CH:17]=[N:18][C:19]([C:22]([O:24]C)=[O:23])=[CH:20][CH:21]=1)=[CH:11][CH:10]=[C:9]([CH3:27])[N:8]=2)=[O:4].O[Li].O.O, predict the reaction product. The product is: [CH3:1][O:2][C:3]([C:5]1[N:6]([C:28]2[CH:33]=[CH:32][CH:31]=[CH:30][CH:29]=2)[C:7]2[C:12]([C:13](=[O:26])[C:14]=1[CH2:15][C:16]1[CH:17]=[N:18][C:19]([C:22]([OH:24])=[O:23])=[CH:20][CH:21]=1)=[CH:11][CH:10]=[C:9]([CH3:27])[N:8]=2)=[O:4]. (2) Given the reactants [Cl:1][C:2]1[CH:8]=[CH:7][C:5]([NH2:6])=[CH:4][C:3]=1[C:9]1[CH:14]=[CH:13][CH:12]=[CH:11][N:10]=1.[Cl:15][C:16]1[N:24]=[C:23]([Cl:25])[CH:22]=[CH:21][C:17]=1[C:18](O)=[O:19], predict the reaction product. The product is: [Cl:15][C:16]1[C:17]([C:18]([NH:6][C:5]2[CH:7]=[CH:8][C:2]([Cl:1])=[C:3]([C:9]3[CH:14]=[CH:13][CH:12]=[CH:11][N:10]=3)[CH:4]=2)=[O:19])=[CH:21][CH:22]=[C:23]([Cl:25])[N:24]=1. (3) Given the reactants COC1C=C(OC)C=CC=1C[N:6]([C:33]1[CH:38]=[CH:37][N:36]=[CH:35][N:34]=1)[S:7]([C:10]1[CH:15]=[C:14]([F:16])[C:13]([O:17][C@H:18]2[CH2:23][CH2:22][C:21]([CH3:25])([CH3:24])[CH2:20][C@@H:19]2[C:26]2[N:30]([CH3:31])[N:29]=[CH:28][CH:27]=2)=[CH:12][C:11]=1[F:32])(=[O:9])=[O:8].C([SiH](CC)CC)C.FC(F)(F)C(O)=O, predict the reaction product. The product is: [CH3:24][C:21]1([CH3:25])[CH2:22][CH2:23][C@H:18]([O:17][C:13]2[C:14]([F:16])=[CH:15][C:10]([S:7]([NH:6][C:33]3[CH:38]=[CH:37][N:36]=[CH:35][N:34]=3)(=[O:8])=[O:9])=[C:11]([F:32])[CH:12]=2)[C@@H:19]([C:26]2[N:30]([CH3:31])[N:29]=[CH:28][CH:27]=2)[CH2:20]1. (4) The product is: [C:17]([O:16][C:13](=[O:15])[CH2:14][CH2:22][C@H:23]([CH3:30])[CH2:24][CH2:25][CH2:26][CH:27]([CH3:29])[CH3:28])([CH3:20])([CH3:19])[CH3:18]. Given the reactants C(NC(C)C)(C)C.[Li]CCCC.[C:13]([O:16][C:17]([CH3:20])([CH3:19])[CH3:18])(=[O:15])[CH3:14].I[CH2:22][C@H:23]([CH3:30])[CH2:24][CH2:25][CH2:26][CH:27]([CH3:29])[CH3:28], predict the reaction product. (5) Given the reactants [OH-].[Na+].C[O:4][C:5](=[O:41])[CH2:6][C:7]1[CH:12]=[CH:11][C:10]([C:13]2[C:18]([CH3:19])=[CH:17][C:16]([C:20]([CH2:38][CH3:39])([C:23]3[CH:28]=[CH:27][C:26](/[CH:29]=[CH:30]/[C:31]([CH2:35][CH3:36])([OH:34])[CH2:32][CH3:33])=[C:25]([CH3:37])[CH:24]=3)[CH2:21][CH3:22])=[CH:15][C:14]=2[CH3:40])=[CH:9][CH:8]=1.[Cl-].[NH4+], predict the reaction product. The product is: [CH2:21]([C:20]([C:16]1[CH:15]=[C:14]([CH3:40])[C:13]([C:10]2[CH:11]=[CH:12][C:7]([CH2:6][C:5]([OH:41])=[O:4])=[CH:8][CH:9]=2)=[C:18]([CH3:19])[CH:17]=1)([C:23]1[CH:28]=[CH:27][C:26](/[CH:29]=[CH:30]/[C:31]([CH2:32][CH3:33])([OH:34])[CH2:35][CH3:36])=[C:25]([CH3:37])[CH:24]=1)[CH2:38][CH3:39])[CH3:22]. (6) Given the reactants [OH:1][C:2]1[CH:3]=[C:4]([C:8]2[N:13]([CH3:14])[C:12](=[O:15])[C:11]([O:16][CH2:17][C:18]3[CH:23]=[CH:22][C:21]([O:24][CH3:25])=[CH:20][CH:19]=3)=[CH:10][N:9]=2)[CH:5]=[CH:6][CH:7]=1.[S:26](O[S:26]([C:29]([F:32])([F:31])[F:30])(=[O:28])=[O:27])([C:29]([F:32])([F:31])[F:30])(=[O:28])=[O:27].O, predict the reaction product. The product is: [F:30][C:29]([F:32])([F:31])[S:26]([O:1][C:2]1[CH:7]=[CH:6][CH:5]=[C:4]([C:8]2[N:13]([CH3:14])[C:12](=[O:15])[C:11]([O:16][CH2:17][C:18]3[CH:19]=[CH:20][C:21]([O:24][CH3:25])=[CH:22][CH:23]=3)=[CH:10][N:9]=2)[CH:3]=1)(=[O:28])=[O:27]. (7) Given the reactants [I:1][C:2]1[C:3]([O:20][CH3:21])=[CH:4][C:5]([CH:17]([CH3:19])[CH3:18])=[C:6]([CH:16]=1)[O:7][C:8]1[C:9]([NH2:15])=[N:10][C:11]([NH2:14])=[N:12][CH:13]=1.C([NH:29][CH:30]([C:34](O)=[O:35])[CH:31]([CH3:33])[CH3:32])(OC(C)(C)C)=O.C1(N=C=NC2CCCCC2)CCCCC1.Cl, predict the reaction product. The product is: [NH2:29][CH:30]([CH:31]([CH3:33])[CH3:32])[C:34]([NH:14][C:11]1[N:10]=[C:9]([NH2:15])[C:8]([O:7][C:6]2[CH:16]=[C:2]([I:1])[C:3]([O:20][CH3:21])=[CH:4][C:5]=2[CH:17]([CH3:19])[CH3:18])=[CH:13][N:12]=1)=[O:35]. (8) Given the reactants [Cl:1][C:2]1[C:7]([CH3:8])=[C:6](Cl)[N:5]2[N:10]=[CH:11][CH:12]=[C:4]2[N:3]=1.[CH3:13][O:14][C:15]1[CH:22]=[CH:21][C:18]([CH2:19][NH2:20])=[CH:17][CH:16]=1.C(N(CC)CC)C, predict the reaction product. The product is: [Cl:1][C:2]1[C:7]([CH3:8])=[C:6]([NH:20][CH2:19][C:18]2[CH:21]=[CH:22][C:15]([O:14][CH3:13])=[CH:16][CH:17]=2)[N:5]2[N:10]=[CH:11][CH:12]=[C:4]2[N:3]=1. (9) The product is: [CH2:9]([C:5]1[CH:6]=[CH:7][CH:8]=[C:3]([CH2:1][CH3:2])[C:4]=1[C:11]1[N:16]=[C:15]([OH:17])[C:14]([CH2:19][N:20]([CH3:31])[C@@H:21]2[C:30]3[C:25](=[CH:26][CH:27]=[CH:28][CH:29]=3)[CH2:24][CH2:23][CH2:22]2)=[C:13]([CH3:32])[N:12]=1)[CH3:10]. Given the reactants [CH2:1]([C:3]1[CH:8]=[CH:7][CH:6]=[C:5]([CH2:9][CH3:10])[C:4]=1[C:11]1[N:16]=[C:15]([O:17]C)[C:14]([CH2:19][N:20]([CH3:31])[C@@H:21]2[C:30]3[C:25](=[CH:26][CH:27]=[CH:28][CH:29]=3)[CH2:24][CH2:23][CH2:22]2)=[C:13]([CH3:32])[N:12]=1)[CH3:2].CCO.Cl.[OH-].[Na+], predict the reaction product. (10) Given the reactants [CH2:1]([N:3]([CH2:20][OH:21])[C:4]1[N:9]=[C:8]([N:10]([CH2:13][OH:14])[CH2:11][OH:12])[N:7]=[C:6]([N:15]([CH2:18][OH:19])[CH2:16][OH:17])[N:5]=1)[OH:2].[C:22]1(=[O:32])[O:27][C:25](=[O:26])[C:24]2=[CH:28][CH:29]=[CH:30][CH:31]=[C:23]12, predict the reaction product. The product is: [C:22]([OH:27])(=[O:32])[C:23]1[C:24](=[CH:28][CH:29]=[CH:30][CH:31]=1)[C:25]([OH:2])=[O:26].[CH2:13]([N:10]([CH2:11][OH:12])[C:8]1[N:9]=[C:4]([N:3]([CH2:1][OH:2])[CH2:20][OH:21])[N:5]=[C:6]([N:15]([CH2:18][OH:19])[CH2:16][OH:17])[N:7]=1)[OH:14].